Dataset: Reaction yield outcomes from USPTO patents with 853,638 reactions. Task: Predict the reaction yield, written as a fraction of the theoretical maximum amount of product (1.0 means a 100% yield; for example, 0.34 means a 34% yield). (1) The catalyst is C1(C)C=CC=CC=1.O1CCCC1. The product is [O:35]=[C:26]1[NH:23][CH2:17][C:13]2([CH2:14][CH2:15][C@@H:11]([C:9]([O:8][CH2:1][C:2]3[CH:3]=[CH:4][CH:5]=[CH:6][CH:7]=3)=[O:10])[CH2:12]2)[O:16]1. The reactants are [CH2:1]([O:8][C:9]([C@@H:11]1[CH2:15][CH2:14][C:13]([CH2:17]C(O)=O)([OH:16])[CH2:12]1)=[O:10])[C:2]1[CH:7]=[CH:6][CH:5]=[CH:4][CH:3]=1.C([N:23]([CH2:26]C)CC)C.C1(P(N=[N+]=[N-])(C2C=CC=CC=2)=[O:35])C=CC=CC=1. The yield is 0.155. (2) The reactants are [Si:1]([O:8][CH2:9][CH2:10][C:11]([C:16]1[CH:21]=[CH:20][CH:19]=[CH:18][CH:17]=1)([OH:15])[CH2:12][CH2:13]Cl)([C:4]([CH3:7])([CH3:6])[CH3:5])([CH3:3])[CH3:2].[N-:22]=[N+:23]=[N-:24].[Na+]. The catalyst is CN(C=O)C.CCOC(C)=O. The product is [N:22]([CH2:13][CH2:12][C:11]([C:16]1[CH:21]=[CH:20][CH:19]=[CH:18][CH:17]=1)([OH:15])[CH2:10][CH2:9][O:8][Si:1]([C:4]([CH3:7])([CH3:6])[CH3:5])([CH3:3])[CH3:2])=[N+:23]=[N-:24]. The yield is 1.00. (3) The reactants are [C:1]([O:5][C:6]([N:8]1[C@@H:12]([C:13]2[CH:18]=[CH:17][C:16]([O:19][CH3:20])=[C:15]([O:21][CH3:22])[CH:14]=2)[CH2:11][CH2:10][C@H:9]1[C:23](O)=[O:24])=[O:7])([CH3:4])([CH3:3])[CH3:2].[Cl:26][C:27]1[CH:33]=[CH:32][C:30]([NH2:31])=[CH:29][C:28]=1[O:34][CH3:35].C1CN([P+](Br)(N2CCCC2)N2CCCC2)CC1.F[P-](F)(F)(F)(F)F.CCN(C(C)C)C(C)C. The catalyst is ClCCl. The product is [C:1]([O:5][C:6]([N:8]1[C@@H:12]([C:13]2[CH:18]=[CH:17][C:16]([O:19][CH3:20])=[C:15]([O:21][CH3:22])[CH:14]=2)[CH2:11][CH2:10][C@H:9]1[C:23](=[O:24])[NH:31][C:30]1[CH:32]=[CH:33][C:27]([Cl:26])=[C:28]([O:34][CH3:35])[CH:29]=1)=[O:7])([CH3:3])([CH3:4])[CH3:2]. The yield is 1.00. (4) The reactants are [CH2:1]([NH:3][C:4]([NH:6][C:7]1[S:8][C:9]2[C:15]([S:16][C:17]3[CH:22]=[CH:21][CH:20]=[CH:19][CH:18]=3)=[CH:14][CH:13]=[CH:12][C:10]=2[N:11]=1)=[O:5])[CH3:2].C1C=C(Cl)C=C(C(OO)=[O:31])C=1. The catalyst is C(Cl)Cl. The product is [CH2:1]([NH:3][C:4]([NH:6][C:7]1[S:8][C:9]2[C:15]([S:16]([C:17]3[CH:22]=[CH:21][CH:20]=[CH:19][CH:18]=3)=[O:31])=[CH:14][CH:13]=[CH:12][C:10]=2[N:11]=1)=[O:5])[CH3:2]. The yield is 0.290. (5) The reactants are [NH:1]1[C:9]2[C:4](=[CH:5][CH:6]=[CH:7][CH:8]=2)[C:3]([C:10]([OH:12])=[O:11])=[N:2]1.[CH3:13]O. The catalyst is OS(O)(=O)=O. The product is [NH:1]1[C:9]2[C:4](=[CH:5][CH:6]=[CH:7][CH:8]=2)[C:3]([C:10]([O:12][CH3:13])=[O:11])=[N:2]1. The yield is 0.901. (6) The reactants are [CH2:1]([C:8]1[C:16]2[O:15][CH:14]([CH2:17][NH2:18])[CH2:13][C:12]=2[CH:11]=[CH:10][CH:9]=1)[C:2]1[CH:7]=[CH:6][CH:5]=[CH:4][CH:3]=1.Cl[C:20]([O:22][CH2:23][C:24]1[CH:29]=[CH:28][CH:27]=[CH:26][CH:25]=1)=[O:21].C(OC(=O)NCC1CC2C=CC=C(C3CCCC3)C=2O1)C1C=CC=CC=1. No catalyst specified. The product is [CH2:23]([O:22][C:20](=[O:21])[NH:18][CH2:17][CH:14]1[CH2:13][C:12]2[CH:11]=[CH:10][CH:9]=[C:8]([CH2:1][C:2]3[CH:3]=[CH:4][CH:5]=[CH:6][CH:7]=3)[C:16]=2[O:15]1)[C:24]1[CH:29]=[CH:28][CH:27]=[CH:26][CH:25]=1. The yield is 0.950. (7) The reactants are [CH:1]([C:3]1[C:7]2[NH:8][C:9]([C:11]([OH:13])=[O:12])=[CH:10][C:6]=2[O:5][CH:4]=1)=O.Cl.[NH2:15]O. The catalyst is CN(C=O)C. The product is [C:1]([C:3]1[C:7]2[NH:8][C:9]([C:11]([OH:13])=[O:12])=[CH:10][C:6]=2[O:5][CH:4]=1)#[N:15]. The yield is 0.0210.